This data is from Peptide-MHC class I binding affinity with 185,985 pairs from IEDB/IMGT. The task is: Regression. Given a peptide amino acid sequence and an MHC pseudo amino acid sequence, predict their binding affinity value. This is MHC class I binding data. The binding affinity (normalized) is 0.0847. The MHC is HLA-B07:02 with pseudo-sequence HLA-B07:02. The peptide sequence is MLDQFGVSY.